Dataset: Catalyst prediction with 721,799 reactions and 888 catalyst types from USPTO. Task: Predict which catalyst facilitates the given reaction. (1) Reactant: [CH2:1]([O:3][C:4]1[CH:12]=[C:11]([F:13])[C:7]([C:8]([NH2:10])=O)=[C:6]([F:14])[CH:5]=1)[CH3:2].C(N(CC)CC)C.ClC(Cl)(Cl)C(Cl)=O. Product: [CH2:1]([O:3][C:4]1[CH:5]=[C:6]([F:14])[C:7]([C:8]#[N:10])=[C:11]([F:13])[CH:12]=1)[CH3:2]. The catalyst class is: 4. (2) Reactant: [Cl:1][C:2]1[CH:3]=[C:4]([C:12]2[S:16][C:15]([N:17]3[C:25]([CH3:26])=[C:20]4[CH2:21][NH:22][CH2:23][CH2:24][C:19]4=[N:18]3)=[N:14][N:13]=2)[CH:5]=[CH:6][C:7]=1[O:8][CH:9]([CH3:11])[CH3:10].[O:27]1[CH2:29][C@@H:28]1[C:30]([O:32][CH3:33])=[O:31].CCN(C(C)C)C(C)C. Product: [Cl:1][C:2]1[CH:3]=[C:4]([C:12]2[S:16][C:15]([N:17]3[C:25]([CH3:26])=[C:20]4[CH2:21][N:22]([CH2:29][C@@H:28]([OH:27])[C:30]([O:32][CH3:33])=[O:31])[CH2:23][CH2:24][C:19]4=[N:18]3)=[N:14][N:13]=2)[CH:5]=[CH:6][C:7]=1[O:8][CH:9]([CH3:11])[CH3:10]. The catalyst class is: 9.